From a dataset of Forward reaction prediction with 1.9M reactions from USPTO patents (1976-2016). Predict the product of the given reaction. (1) Given the reactants [F:1][CH2:2][CH2:3][O:4][C:5]1[CH:14]=[CH:13][C:8]([C:9]([O:11]C)=[O:10])=[CH:7][CH:6]=1.[Li+].[OH-], predict the reaction product. The product is: [F:1][CH2:2][CH2:3][O:4][C:5]1[CH:14]=[CH:13][C:8]([C:9]([OH:11])=[O:10])=[CH:7][CH:6]=1. (2) The product is: [CH3:21][N:18]1[C:19]([CH3:20])=[C:15]([CH2:14][N:11]2[CH2:12][CH2:13][N:8]([C:3]3[C:2]([C:34]4[CH:35]=[CH:36][C:31]([C:28](=[O:30])[CH3:29])=[CH:32][CH:33]=4)=[N:7][CH:6]=[CH:5][N:4]=3)[CH2:9][CH2:10]2)[CH:16]=[N:17]1. Given the reactants Cl[C:2]1[C:3]([N:8]2[CH2:13][CH2:12][N:11]([CH2:14][C:15]3[CH:16]=[N:17][N:18]([CH3:21])[C:19]=3[CH3:20])[CH2:10][CH2:9]2)=[N:4][CH:5]=[CH:6][N:7]=1.C(=O)([O-])[O-].[K+].[K+].[C:28]([C:31]1[CH:36]=[CH:35][C:34](B(O)O)=[CH:33][CH:32]=1)(=[O:30])[CH3:29].O, predict the reaction product. (3) Given the reactants B(Cl)(Cl)Cl.C(Cl)Cl.C([O:15][C:16]1[C:17]([CH3:30])=[C:18]([CH3:29])[C:19]([NH:23][C:24](=[O:28])[CH:25]([Cl:27])[Cl:26])=[N:20][C:21]=1[CH3:22])C1C=CC=CC=1.CC1C(C)=C(C)C(C)=C(C)C=1, predict the reaction product. The product is: [Cl:27][CH:25]([Cl:26])[C:24]([NH:23][C:19]1[C:18]([CH3:29])=[C:17]([CH3:30])[C:16]([OH:15])=[C:21]([CH3:22])[N:20]=1)=[O:28]. (4) Given the reactants [C:1]([O:5][C:6](=[O:38])[NH:7][C@@:8]([C:12]1[CH:21]=[CH:20][C:19]2[C:14](=[CH:15][CH:16]=[C:17]([O:26][CH:27]3[CH2:32][CH2:31][CH:30]([CH:33]4[CH2:37][CH2:36][CH2:35][CH2:34]4)[CH2:29][CH2:28]3)[C:18]=2[C:22]([F:25])([F:24])[F:23])[CH:13]=1)([CH3:11])[CH2:9][OH:10])([CH3:4])([CH3:3])[CH3:2].N1C=NN=N1.[O:44]1CCCC1.C(N(CC)[P:52]([O:58][C:59]([CH3:62])([CH3:61])[CH3:60])[O:53][C:54]([CH3:57])([CH3:56])[CH3:55])C, predict the reaction product. The product is: [C:1]([O:5][C:6](=[O:38])[NH:7][C@@:8]([C:12]1[CH:21]=[CH:20][C:19]2[C:14](=[CH:15][CH:16]=[C:17]([O:26][CH:27]3[CH2:28][CH2:29][CH:30]([CH:33]4[CH2:34][CH2:35][CH2:36][CH2:37]4)[CH2:31][CH2:32]3)[C:18]=2[C:22]([F:24])([F:25])[F:23])[CH:13]=1)([CH3:11])[CH2:9][O:10][P:52]([O:53][C:54]([CH3:55])([CH3:56])[CH3:57])([O:58][C:59]([CH3:60])([CH3:61])[CH3:62])=[O:44])([CH3:2])([CH3:3])[CH3:4]. (5) The product is: [NH2:32][C:24]1[S:25][C:26]2[C:27](=[N:28][CH:29]=[CH:30][CH:31]=2)[C:23]=1[C:21]([NH:20][C:16]1[CH:17]=[N:18][S:19][C:15]=1[N:11]1[CH2:12][CH2:13][CH2:14][C@H:9]([NH2:8])[CH2:10]1)=[O:22]. Given the reactants C(OC([NH:8][C@H:9]1[CH2:14][CH2:13][CH2:12][N:11]([C:15]2[S:19][N:18]=[CH:17][C:16]=2[NH:20][C:21]([C:23]2[C:27]3=[N:28][CH:29]=[CH:30][CH:31]=[C:26]3[S:25][C:24]=2[NH:32]C(=O)OC(C)(C)C)=[O:22])[CH2:10]1)=O)(C)(C)C.Cl.O1CCOCC1, predict the reaction product.